This data is from Catalyst prediction with 721,799 reactions and 888 catalyst types from USPTO. The task is: Predict which catalyst facilitates the given reaction. (1) Reactant: [F:1][C:2]1[CH:7]=[CH:6][CH:5]=[C:4]([F:8])[C:3]=1[C:9]1[CH:10]=[C:11]2[C:15](=[CH:16][CH:17]=1)[N:14]([CH:18]1[CH2:23][CH2:22][CH2:21][CH2:20][O:19]1)[N:13]=[C:12]2[C:24]1[CH:29]=[C:28]([O:30][CH2:31][C:32]2[CH:37]=[CH:36][C:35]([O:38][CH3:39])=[CH:34][CH:33]=2)[N:27]=[C:26](S(C)(=O)=O)[N:25]=1.[NH2:44][C@@H:45]1[CH2:50][CH2:49][CH2:48][N:47]([C:51]([O:53][C:54]([CH3:57])([CH3:56])[CH3:55])=[O:52])[CH2:46]1. Product: [F:1][C:2]1[CH:7]=[CH:6][CH:5]=[C:4]([F:8])[C:3]=1[C:9]1[CH:10]=[C:11]2[C:15](=[CH:16][CH:17]=1)[N:14]([CH:18]1[CH2:23][CH2:22][CH2:21][CH2:20][O:19]1)[N:13]=[C:12]2[C:24]1[CH:29]=[C:28]([O:30][CH2:31][C:32]2[CH:37]=[CH:36][C:35]([O:38][CH3:39])=[CH:34][CH:33]=2)[N:27]=[C:26]([NH:44][C@@H:45]2[CH2:50][CH2:49][CH2:48][N:47]([C:51]([O:53][C:54]([CH3:57])([CH3:56])[CH3:55])=[O:52])[CH2:46]2)[N:25]=1. The catalyst class is: 179. (2) Reactant: [CH2:1]([N:8]1[CH:17]=[C:16]([C:18]([O:20]C)=[O:19])[C:15]2[C:10](=[CH:11][CH:12]=[C:13]([C:22]3[CH:27]=[C:26]([C:28](=[O:33])[NH:29][CH:30]4[CH2:32][CH2:31]4)[CH:25]=[CH:24][C:23]=3[CH3:34])[CH:14]=2)[C:9]1=[O:35])[C:2]1[CH:7]=[CH:6][CH:5]=[CH:4][CH:3]=1.[OH-].[Na+].C(O)(=O)C.O. Product: [CH2:1]([N:8]1[CH:17]=[C:16]([C:18]([OH:20])=[O:19])[C:15]2[C:10](=[CH:11][CH:12]=[C:13]([C:22]3[CH:27]=[C:26]([C:28](=[O:33])[NH:29][CH:30]4[CH2:31][CH2:32]4)[CH:25]=[CH:24][C:23]=3[CH3:34])[CH:14]=2)[C:9]1=[O:35])[C:2]1[CH:7]=[CH:6][CH:5]=[CH:4][CH:3]=1. The catalyst class is: 5.